From a dataset of NCI-60 drug combinations with 297,098 pairs across 59 cell lines. Regression. Given two drug SMILES strings and cell line genomic features, predict the synergy score measuring deviation from expected non-interaction effect. (1) Drug 1: COC1=CC(=CC(=C1O)OC)C2C3C(COC3=O)C(C4=CC5=C(C=C24)OCO5)OC6C(C(C7C(O6)COC(O7)C8=CC=CS8)O)O. Drug 2: C1CN1P(=S)(N2CC2)N3CC3. Cell line: HCC-2998. Synergy scores: CSS=24.7, Synergy_ZIP=-11.7, Synergy_Bliss=-11.6, Synergy_Loewe=-7.89, Synergy_HSA=-6.57. (2) Drug 1: CC1=C(C(CCC1)(C)C)C=CC(=CC=CC(=CC(=O)O)C)C. Synergy scores: CSS=24.4, Synergy_ZIP=-9.54, Synergy_Bliss=-3.61, Synergy_Loewe=-8.48, Synergy_HSA=-1.60. Cell line: RXF 393. Drug 2: C1=NC2=C(N1)C(=S)N=CN2. (3) Drug 1: C1C(C(OC1N2C=C(C(=O)NC2=O)F)CO)O. Drug 2: C1=CN(C=N1)CC(O)(P(=O)(O)O)P(=O)(O)O. Cell line: RPMI-8226. Synergy scores: CSS=40.0, Synergy_ZIP=-3.49, Synergy_Bliss=-5.18, Synergy_Loewe=-25.0, Synergy_HSA=-2.76. (4) Cell line: SK-MEL-28. Drug 2: CC1C(C(CC(O1)OC2CC(CC3=C2C(=C4C(=C3O)C(=O)C5=C(C4=O)C(=CC=C5)OC)O)(C(=O)CO)O)N)O.Cl. Synergy scores: CSS=26.3, Synergy_ZIP=-7.67, Synergy_Bliss=-13.9, Synergy_Loewe=-11.7, Synergy_HSA=-10.9. Drug 1: CC1=C2C(C(=O)C3(C(CC4C(C3C(C(C2(C)C)(CC1OC(=O)C(C(C5=CC=CC=C5)NC(=O)OC(C)(C)C)O)O)OC(=O)C6=CC=CC=C6)(CO4)OC(=O)C)OC)C)OC. (5) Synergy scores: CSS=40.4, Synergy_ZIP=-7.72, Synergy_Bliss=-5.71, Synergy_Loewe=-10.7, Synergy_HSA=-1.46. Drug 1: CN(CCCl)CCCl.Cl. Cell line: K-562. Drug 2: CC1C(C(CC(O1)OC2CC(CC3=C2C(=C4C(=C3O)C(=O)C5=C(C4=O)C(=CC=C5)OC)O)(C(=O)CO)O)N)O.Cl.